From a dataset of Forward reaction prediction with 1.9M reactions from USPTO patents (1976-2016). Predict the product of the given reaction. (1) Given the reactants [CH2:1]([C:3]1[CH:26]=[CH:25][CH:24]=[C:23]([CH3:27])[C:4]=1[CH2:5][NH:6][C:7]1[C:8]2[N:9]([C:18]([CH3:22])=[C:19]([CH3:21])[N:20]=2)[CH:10]=[C:11]([C:13]([O:15]CC)=[O:14])[N:12]=1)[CH3:2].[OH-].[Na+], predict the reaction product. The product is: [CH2:1]([C:3]1[CH:26]=[CH:25][CH:24]=[C:23]([CH3:27])[C:4]=1[CH2:5][NH:6][C:7]1[C:8]2[N:9]([C:18]([CH3:22])=[C:19]([CH3:21])[N:20]=2)[CH:10]=[C:11]([C:13]([OH:15])=[O:14])[N:12]=1)[CH3:2]. (2) The product is: [CH2:1]([O:8][N:9]1[C:14]2[N:15]=[CH:16][N:17]=[CH:18][C:13]=2[C:12]([NH:19][CH2:20][CH2:21][C:22]2[CH:23]=[CH:24][CH:25]=[CH:26][CH:27]=2)=[CH:11][C:10]1=[O:33])[C:2]1[CH:7]=[CH:6][CH:5]=[CH:4][CH:3]=1. Given the reactants [CH2:1]([O:8][N:9]1[C:14]2[N:15]=[CH:16][N:17]=[CH:18][C:13]=2[C:12]([NH:19][CH2:20][CH2:21][C:22]2[CH:27]=[CH:26][CH:25]=[CH:24][CH:23]=2)=[C:11](C(OCC)=O)[C:10]1=[O:33])[C:2]1[CH:7]=[CH:6][CH:5]=[CH:4][CH:3]=1.[OH-].[Na+], predict the reaction product. (3) Given the reactants Cl[CH2:2][CH2:3][CH2:4][CH2:5][OH:6].[CH3:7][CH:8]([CH3:24])[C:9]([NH:11][C:12]1[CH:17]=[CH:16][CH:15]=[C:14]([CH:18]2[CH2:23][CH2:22][NH:21][CH2:20][CH2:19]2)[CH:13]=1)=[O:10], predict the reaction product. The product is: [OH:6][CH2:5][CH2:4][CH2:3][CH2:2][N:21]1[CH2:22][CH2:23][CH:18]([C:14]2[CH:13]=[C:12]([NH:11][C:9](=[O:10])[CH:8]([CH3:7])[CH3:24])[CH:17]=[CH:16][CH:15]=2)[CH2:19][CH2:20]1. (4) Given the reactants [CH3:1][O:2][C:3]1[C:27]([O:28][CH3:29])=[CH:26][CH:25]=[CH:24][C:4]=1[C:5]([C:7]1[CH:12]=[C:11]([C:13]([F:16])([F:15])[F:14])[CH:10]=[CH:9][C:8]=1[NH:17]C(=O)C(C)(C)C)=[O:6].[OH-].[Na+], predict the reaction product. The product is: [NH2:17][C:8]1[CH:9]=[CH:10][C:11]([C:13]([F:16])([F:15])[F:14])=[CH:12][C:7]=1[C:5]([C:4]1[CH:24]=[CH:25][CH:26]=[C:27]([O:28][CH3:29])[C:3]=1[O:2][CH3:1])=[O:6]. (5) Given the reactants [CH3:1][C:2]1[CH:7]=[CH:6][CH:5]=[CH:4][C:3]=1[CH2:8][C:9]([OH:11])=[O:10].O[C:13]1[C:20]([O:21][CH3:22])=[C:19]([O:23][CH3:24])[C:18]([N+:25]([O-:27])=[O:26])=[CH:17][C:14]=1[CH:15]=O.C1(P(Cl)(Cl)=O)C=CC=CC=1.C(N(CC)CC)C, predict the reaction product. The product is: [CH3:24][O:23][C:19]1[C:20]([O:21][CH3:22])=[C:13]2[C:14]([CH:15]=[C:8]([C:3]3[CH:4]=[CH:5][CH:6]=[CH:7][C:2]=3[CH3:1])[C:9](=[O:11])[O:10]2)=[CH:17][C:18]=1[N+:25]([O-:27])=[O:26]. (6) Given the reactants [CH:1]1([C:4]2[CH:5]=[CH:6][C:7]([C:15]([NH:17][C:18]([CH2:24][CH3:25])([CH2:22][CH3:23])[C:19](O)=[O:20])=[O:16])=[N:8][C:9]=2[O:10][CH2:11][CH:12]2[CH2:14][CH2:13]2)[CH2:3][CH2:2]1.C[Si](C)(C)[O:28][CH2:29][CH2:30][NH2:31], predict the reaction product. The product is: [CH2:24]([C:18]([NH:17][C:15]([C:7]1[CH:6]=[CH:5][C:4]([CH:1]2[CH2:2][CH2:3]2)=[C:9]([O:10][CH2:11][CH:12]2[CH2:14][CH2:13]2)[N:8]=1)=[O:16])([C:19](=[O:20])[NH:31][CH2:30][CH2:29][OH:28])[CH2:22][CH3:23])[CH3:25]. (7) Given the reactants [N:1]([C:4]1[C:5]2[NH:12][CH:11]=[C:10]([C@@H:13]3[N:17]([C:18]([O:20][C:21]([CH3:24])([CH3:23])[CH3:22])=[O:19])[C@@H:16]([CH2:25][OH:26])[C@H:15]4[O:27][C:28]([CH3:31])([CH3:30])[O:29][C@@H:14]34)[C:6]=2[N:7]=[CH:8][N:9]=1)=[N+:2]=[N-:3].[C:32]([O:36][C:37]([NH:39][C@@H:40]([CH:44]([CH3:46])[CH3:45])[C:41](O)=[O:42])=[O:38])([CH3:35])([CH3:34])[CH3:33].CCN=C=NCCCN(C)C, predict the reaction product. The product is: [N:1]([C:4]1[C:5]2[NH:12][CH:11]=[C:10]([C@@H:13]3[N:17]([C:18]([O:20][C:21]([CH3:24])([CH3:23])[CH3:22])=[O:19])[C@H:16]([CH2:25][O:26][C:41](=[O:42])[C@@H:40]([NH:39][C:37]([O:36][C:32]([CH3:33])([CH3:35])[CH3:34])=[O:38])[CH:44]([CH3:46])[CH3:45])[C@H:15]4[O:27][C:28]([CH3:31])([CH3:30])[O:29][C@@H:14]34)[C:6]=2[N:7]=[CH:8][N:9]=1)=[N+:2]=[N-:3].